Dataset: Peptide-MHC class I binding affinity with 185,985 pairs from IEDB/IMGT. Task: Regression. Given a peptide amino acid sequence and an MHC pseudo amino acid sequence, predict their binding affinity value. This is MHC class I binding data. (1) The peptide sequence is SPTPGPSNA. The MHC is HLA-B51:01 with pseudo-sequence HLA-B51:01. The binding affinity (normalized) is 0.213. (2) The peptide sequence is LVFLWLLWPV. The MHC is HLA-A02:06 with pseudo-sequence HLA-A02:06. The binding affinity (normalized) is 1.00. (3) The peptide sequence is MGMEQTMSV. The MHC is HLA-B51:01 with pseudo-sequence HLA-B51:01. The binding affinity (normalized) is 0.213. (4) The peptide sequence is NELQTLPSL. The MHC is HLA-B15:01 with pseudo-sequence HLA-B15:01. The binding affinity (normalized) is 0.0847. (5) The peptide sequence is LLPAALACW. The MHC is HLA-A02:01 with pseudo-sequence HLA-A02:01. The binding affinity (normalized) is 0.0201. (6) The peptide sequence is NFKFRDLLFK. The MHC is H-2-Db with pseudo-sequence H-2-Db. The binding affinity (normalized) is 0. (7) The peptide sequence is TMKAIEKDRL. The MHC is HLA-A02:06 with pseudo-sequence HLA-A02:06. The binding affinity (normalized) is 0. (8) The peptide sequence is EEAARCMRSL. The MHC is HLA-B45:01 with pseudo-sequence HLA-B45:01. The binding affinity (normalized) is 0.589. (9) The peptide sequence is LSGVNNLEH. The MHC is HLA-A03:01 with pseudo-sequence HLA-A03:01. The binding affinity (normalized) is 0.0129.